This data is from Peptide-MHC class I binding affinity with 185,985 pairs from IEDB/IMGT. The task is: Regression. Given a peptide amino acid sequence and an MHC pseudo amino acid sequence, predict their binding affinity value. This is MHC class I binding data. (1) The peptide sequence is LLGLWVFAAL. The MHC is Mamu-B01 with pseudo-sequence Mamu-B01. The binding affinity (normalized) is 0.0199. (2) The peptide sequence is SEAVNDSRFW. The MHC is HLA-B44:03 with pseudo-sequence HLA-B44:03. The binding affinity (normalized) is 0.656. (3) The binding affinity (normalized) is 0.502. The peptide sequence is FQVDCFLWHV. The MHC is HLA-A68:02 with pseudo-sequence HLA-A68:02. (4) The peptide sequence is RFNAIWFNH. The MHC is HLA-A25:01 with pseudo-sequence HLA-A25:01. The binding affinity (normalized) is 0.0847. (5) The peptide sequence is AYIDNYNKF. The MHC is HLA-B44:03 with pseudo-sequence HLA-B44:03. The binding affinity (normalized) is 0. (6) The peptide sequence is GLKISLCGI. The MHC is HLA-A29:02 with pseudo-sequence HLA-A29:02. The binding affinity (normalized) is 0.0847. (7) The MHC is HLA-A02:01 with pseudo-sequence HLA-A02:01. The peptide sequence is VTTDSVRAL. The binding affinity (normalized) is 0.206.